This data is from Full USPTO retrosynthesis dataset with 1.9M reactions from patents (1976-2016). The task is: Predict the reactants needed to synthesize the given product. (1) The reactants are: [F:1][C:2]1[CH:7]=[CH:6][C:5]([N:8]2[C:16]3[C:11](=[CH:12][C:13]([O:17][C@H:18]([C:22]4[CH:27]=[CH:26][CH:25]=[C:24]([O:28][CH3:29])[CH:23]=4)[C@@H:19]([NH2:21])[CH3:20])=[CH:14][CH:15]=3)[CH:10]=[N:9]2)=[CH:4][CH:3]=1.[NH:30]1[C:34]2[CH:35]=[CH:36][CH:37]=[CH:38][C:33]=2[N:32]=[C:31]1[C:39](O)=[O:40]. Given the product [F:1][C:2]1[CH:3]=[CH:4][C:5]([N:8]2[C:16]3[C:11](=[CH:12][C:13]([O:17][C@H:18]([C:22]4[CH:27]=[CH:26][CH:25]=[C:24]([O:28][CH3:29])[CH:23]=4)[C@@H:19]([NH:21][C:39]([C:31]4[NH:30][C:34]5[CH:35]=[CH:36][CH:37]=[CH:38][C:33]=5[N:32]=4)=[O:40])[CH3:20])=[CH:14][CH:15]=3)[CH:10]=[N:9]2)=[CH:6][CH:7]=1, predict the reactants needed to synthesize it. (2) Given the product [CH3:1][C:2]1[CH:7]=[C:6]([N+:8]([O-:10])=[O:9])[CH:5]=[CH:4][C:3]=1[N:11]=[C:12]1[N:21]([CH2:14][C:15]2[CH:20]=[CH:19][CH:18]=[CH:17][CH:16]=2)[C:24](=[O:25])[CH2:23][S:13]1, predict the reactants needed to synthesize it. The reactants are: [CH3:1][C:2]1[CH:7]=[C:6]([N+:8]([O-:10])=[O:9])[CH:5]=[CH:4][C:3]=1[N:11]=[C:12]=[S:13].[CH2:14]([NH2:21])[C:15]1[CH:20]=[CH:19][CH:18]=[CH:17][CH:16]=1.Cl[CH2:23][C:24](O)=[O:25]. (3) Given the product [CH:1]([C:4]1[CH:9]=[CH:8][C:7]([C:10]2[C:19]3[C:14](=[CH:15][CH:16]=[C:17]([O:20][CH2:21][C:22]#[CH:23])[CH:18]=3)[N:13]=[C:12]([C:24]3[S:28][C:29]4[CH:34]=[CH:33][C:32]([C:35]([F:36])([F:37])[F:38])=[CH:31][C:30]=4[N:39]=3)[N:11]=2)=[CH:6][CH:5]=1)([CH3:3])[CH3:2], predict the reactants needed to synthesize it. The reactants are: [CH:1]([C:4]1[CH:9]=[CH:8][C:7]([C:10]2[C:19]3[C:14](=[CH:15][CH:16]=[C:17]([O:20][CH2:21][C:22]#[CH:23])[CH:18]=3)[N:13]=[C:12]([C:24](O)=O)[N:11]=2)=[CH:6][CH:5]=1)([CH3:3])[CH3:2].[Cl-].[SH:28][C:29]1[CH:34]=[CH:33][C:32]([C:35]([F:38])([F:37])[F:36])=[CH:31][C:30]=1[NH3+:39].F[P-](F)(F)(F)(F)F.N1(O[P+](N(C)C)(N(C)C)N(C)C)C2C=CC=CC=2N=N1.C(N(C(C)C)C(C)C)C.[OH-].[Na+].